This data is from Reaction yield outcomes from USPTO patents with 853,638 reactions. The task is: Predict the reaction yield, written as a fraction of the theoretical maximum amount of product (1.0 means a 100% yield; for example, 0.34 means a 34% yield). (1) The reactants are [NH2:1][C:2](=[O:42])[CH2:3][C:4]1[C:5]([CH2:10][CH2:11][C:12]2[C:17]([C:18]([F:21])([F:20])[F:19])=[CH:16][N:15]=[C:14]([NH:22][C:23]3[CH:28]=[CH:27][C:26]([CH:29]4[CH2:34][CH2:33][N:32](C(OC(C)(C)C)=O)[CH2:31][CH2:30]4)=[CH:25][CH:24]=3)[N:13]=2)=[N:6][CH:7]=[CH:8][N:9]=1.C(O)(C(F)(F)F)=O. The catalyst is C(Cl)Cl. The product is [NH:32]1[CH2:31][CH2:30][CH:29]([C:26]2[CH:27]=[CH:28][C:23]([NH:22][C:14]3[N:13]=[C:12]([CH2:11][CH2:10][C:5]4[C:4]([CH2:3][C:2]([NH2:1])=[O:42])=[N:9][CH:8]=[CH:7][N:6]=4)[C:17]([C:18]([F:20])([F:19])[F:21])=[CH:16][N:15]=3)=[CH:24][CH:25]=2)[CH2:34][CH2:33]1. The yield is 0.850. (2) The reactants are [NH3:1].[Br:2][C:3]1[CH:12]=[CH:11][C:6]([C:7](OC)=[O:8])=[C:5]([CH2:13]Br)[CH:4]=1.[OH-].[NH4+]. The catalyst is CO. The product is [Br:2][C:3]1[CH:4]=[C:5]2[C:6](=[CH:11][CH:12]=1)[C:7](=[O:8])[NH:1][CH2:13]2. The yield is 0.720. (3) The reactants are [CH2:1]([O:8][C:9]([N:11]([CH3:21])[C@@H:12]([CH2:16][CH2:17][CH2:18][CH2:19][OH:20])[C:13]([OH:15])=[O:14])=[O:10])[C:2]1[CH:7]=[CH:6][CH:5]=[CH:4][CH:3]=1.C(=O)([O-])[O-].[K+].[K+].[CH2:28](Br)[C:29]1[CH:34]=[CH:33][CH:32]=[CH:31][CH:30]=1. The catalyst is CN(C)C=O.O. The product is [CH2:28]([O:14][C:13](=[O:15])[C@H:12]([CH2:16][CH2:17][CH2:18][CH2:19][OH:20])[N:11]([C:9]([O:8][CH2:1][C:2]1[CH:3]=[CH:4][CH:5]=[CH:6][CH:7]=1)=[O:10])[CH3:21])[C:29]1[CH:34]=[CH:33][CH:32]=[CH:31][CH:30]=1. The yield is 0.870. (4) The reactants are [CH3:1][O:2][C:3]1[CH:4]=[C:5]2[C:10](=[CH:11][C:12]=1[CH3:13])[N:9]=[CH:8][N:7]=[C:6]2[N:14]1[CH2:19][CH2:18][NH:17][CH2:16][CH2:15]1.[N:20]1[CH:25]=[CH:24][CH:23]=[C:22]([CH2:26][N:27]=[C:28]=[S:29])[CH:21]=1. No catalyst specified. The product is [CH3:1][O:2][C:3]1[CH:4]=[C:5]2[C:10](=[CH:11][C:12]=1[CH3:13])[N:9]=[CH:8][N:7]=[C:6]2[N:14]1[CH2:15][CH2:16][N:17]([C:28](=[S:29])[NH:27][CH2:26][C:22]2[CH:21]=[N:20][CH:25]=[CH:24][CH:23]=2)[CH2:18][CH2:19]1. The yield is 0.360. (5) The reactants are [N+:1]([C:4]1[CH:9]=[CH:8][CH:7]=[CH:6][C:5]=1[C:10](=[O:17])[CH2:11][C:12]([O:14][CH2:15][CH3:16])=[O:13])([O-:3])=[O:2].S(Cl)([Cl:21])(=O)=O.O.CCOC(C)=O. The catalyst is C(OCC)C. The product is [Cl:21][CH:11]([C:10]([C:5]1[CH:6]=[CH:7][CH:8]=[CH:9][C:4]=1[N+:1]([O-:3])=[O:2])=[O:17])[C:12]([O:14][CH2:15][CH3:16])=[O:13]. The yield is 0.750. (6) The reactants are C(O[C:6]([N:8]1[CH2:13][CH2:12][N:11]([C:14]2[C:19]([CH:20]=[N:21][O:22][CH2:23][CH3:24])=[C:18]([NH2:25])[N:17]=[CH:16][N:15]=2)[CH2:10][CH2:9]1)=[O:7])(C)(C)C.C(O)(C(F)(F)F)=O.C(Cl)Cl.[N+](C1C=CC(OC(=O)[NH:47][C:48]2[CH:53]=[CH:52][C:51]([O:54][CH:55]([CH3:57])[CH3:56])=[CH:50][CH:49]=2)=CC=1)([O-])=O.CCN(C(C)C)C(C)C. No catalyst specified. The product is [CH:55]([O:54][C:51]1[CH:52]=[CH:53][C:48]([NH:47][C:6]([N:8]2[CH2:9][CH2:10][N:11]([C:14]3[C:19]([CH:20]=[N:21][O:22][CH2:23][CH3:24])=[C:18]([NH2:25])[N:17]=[CH:16][N:15]=3)[CH2:12][CH2:13]2)=[O:7])=[CH:49][CH:50]=1)([CH3:57])[CH3:56]. The yield is 0.320. (7) The reactants are [C:1]([C:3]1[N:4]=[C:5]([C:16]([OH:18])=O)[N:6]([CH2:8][O:9][CH2:10][CH2:11][Si:12]([CH3:15])([CH3:14])[CH3:13])[CH:7]=1)#[N:2].[K+].C(C1N=C(C([O-])=O)N(COCC[Si](C)(C)C)C=1)#N.N1C=CC=CC=1.O=S(Cl)Cl.[C:48]([NH:52][S:53]([CH2:56][CH2:57][C:58]1[CH:63]=[CH:62][C:61]([NH2:64])=[C:60]([C:65]2[CH2:70][CH2:69][CH2:68][CH2:67][CH:66]=2)[CH:59]=1)(=[O:55])=[O:54])([CH3:51])([CH3:50])[CH3:49]. The catalyst is C(Cl)Cl.O. The product is [C:48]([NH:52][S:53]([CH2:56][CH2:57][C:58]1[CH:63]=[CH:62][C:61]([NH:64][C:16]([C:5]2[N:6]([CH2:8][O:9][CH2:10][CH2:11][Si:12]([CH3:13])([CH3:14])[CH3:15])[CH:7]=[C:3]([C:1]#[N:2])[N:4]=2)=[O:18])=[C:60]([C:65]2[CH2:70][CH2:69][CH2:68][CH2:67][CH:66]=2)[CH:59]=1)(=[O:54])=[O:55])([CH3:51])([CH3:49])[CH3:50]. The yield is 0.680. (8) The catalyst is C1COCC1. The yield is 0.630. The reactants are [CH3:1][N:2]1[CH:6]=[C:5]([C:7]2[N:12]=[C:11]3[N:13]([CH2:16][C@H:17]4[O:22][CH2:21][CH2:20][N:19]([C:23]5[N:28]=[CH:27][C:26](B6OC(C)(C)C(C)(C)O6)=[CH:25][N:24]=5)[CH2:18]4)[N:14]=[N:15][C:10]3=[N:9][CH:8]=2)[CH:4]=[N:3]1.[OH2:38]. The product is [CH3:1][N:2]1[CH:6]=[C:5]([C:7]2[N:12]=[C:11]3[N:13]([CH2:16][C@@H:17]4[CH2:18][N:19]([C:23]5[N:24]=[CH:25][C:26]([OH:38])=[CH:27][N:28]=5)[CH2:20][CH2:21][O:22]4)[N:14]=[N:15][C:10]3=[N:9][CH:8]=2)[CH:4]=[N:3]1. (9) The reactants are [CH3:1][O:2][C:3]1[CH:4]=[C:5]([CH:7]=[C:8]([O:12][CH3:13])[C:9]=1[O:10][CH3:11])[NH2:6].CC1(C)C2C(=C(P(C3C=CC=CC=3)C3C=CC=CC=3)C=CC=2)OC2C(P(C3C=CC=CC=3)C3C=CC=CC=3)=CC=CC1=2.C([O-])([O-])=O.[Cs+].[Cs+].Cl[C:63]1[CH:68]=[C:67]([O:69][C:70]2[C:71]([C:78]3[CH:83]=[CH:82][CH:81]=[C:80]([CH3:84])[N:79]=3)=[N:72][C:73]([CH2:76][CH3:77])=[CH:74][CH:75]=2)[CH:66]=[CH:65][N:64]=1. The catalyst is O1CCOCC1.O.CCOC(C)=O.CC([O-])=O.CC([O-])=O.[Pd+2]. The product is [CH2:76]([C:73]1[N:72]=[C:71]([C:78]2[CH:83]=[CH:82][CH:81]=[C:80]([CH3:84])[N:79]=2)[C:70]([O:69][C:67]2[CH:66]=[CH:65][N:64]=[C:63]([NH:6][C:5]3[CH:7]=[C:8]([O:12][CH3:13])[C:9]([O:10][CH3:11])=[C:3]([O:2][CH3:1])[CH:4]=3)[CH:68]=2)=[CH:75][CH:74]=1)[CH3:77]. The yield is 0.440. (10) The reactants are Cl.[NH2:2][C@@H:3]([C:8]([O:10][CH3:11])=[O:9])[CH2:4][CH:5]([CH3:7])[CH3:6].C(O[BH-](OC(=O)C)OC(=O)C)(=O)C.[Na+].ClCCl.[CH:29]([C:31]1([NH:34][C:35](=[O:44])[O:36][CH2:37][C:38]2[CH:43]=[CH:42][CH:41]=[CH:40][CH:39]=2)[CH2:33][CH2:32]1)=O. The catalyst is C(OCC)(=O)C.[Cl-].[Zn+2].[Cl-]. The product is [CH2:37]([O:36][C:35]([NH:34][C:31]1([CH2:29][NH:2][C@@H:3]([C:8]([O:10][CH3:11])=[O:9])[CH2:4][CH:5]([CH3:7])[CH3:6])[CH2:33][CH2:32]1)=[O:44])[C:38]1[CH:43]=[CH:42][CH:41]=[CH:40][CH:39]=1. The yield is 0.470.